This data is from Reaction yield outcomes from USPTO patents with 853,638 reactions. The task is: Predict the reaction yield, written as a fraction of the theoretical maximum amount of product (1.0 means a 100% yield; for example, 0.34 means a 34% yield). The reactants are [Br:1][C:2]1[C:3](Cl)=[N:4][CH:5]=[C:6]([N+:8]([O-:10])=[O:9])[CH:7]=1.[CH:12]1([CH2:15][OH:16])[CH2:14][CH2:13]1.CC([O-])(C)C.[K+].O. The catalyst is C1COCC1. The product is [Br:1][C:2]1[C:3]([O:16][CH2:15][CH:12]2[CH2:14][CH2:13]2)=[N:4][CH:5]=[C:6]([N+:8]([O-:10])=[O:9])[CH:7]=1. The yield is 0.480.